Task: Regression. Given two drug SMILES strings and cell line genomic features, predict the synergy score measuring deviation from expected non-interaction effect.. Dataset: NCI-60 drug combinations with 297,098 pairs across 59 cell lines (1) Drug 1: CC1=C(C(CCC1)(C)C)C=CC(=CC=CC(=CC(=O)O)C)C. Drug 2: CC1=C(C(=O)C2=C(C1=O)N3CC4C(C3(C2COC(=O)N)OC)N4)N. Cell line: LOX IMVI. Synergy scores: CSS=32.1, Synergy_ZIP=-0.563, Synergy_Bliss=-1.67, Synergy_Loewe=-18.2, Synergy_HSA=-2.18. (2) Drug 1: CC1C(C(=O)NC(C(=O)N2CCCC2C(=O)N(CC(=O)N(C(C(=O)O1)C(C)C)C)C)C(C)C)NC(=O)C3=C4C(=C(C=C3)C)OC5=C(C(=O)C(=C(C5=N4)C(=O)NC6C(OC(=O)C(N(C(=O)CN(C(=O)C7CCCN7C(=O)C(NC6=O)C(C)C)C)C)C(C)C)C)N)C. Cell line: SNB-75. Drug 2: CC1CCC2CC(C(=CC=CC=CC(CC(C(=O)C(C(C(=CC(C(=O)CC(OC(=O)C3CCCCN3C(=O)C(=O)C1(O2)O)C(C)CC4CCC(C(C4)OC)O)C)C)O)OC)C)C)C)OC. Synergy scores: CSS=16.6, Synergy_ZIP=2.82, Synergy_Bliss=7.92, Synergy_Loewe=6.24, Synergy_HSA=6.72. (3) Drug 1: CC(C1=C(C=CC(=C1Cl)F)Cl)OC2=C(N=CC(=C2)C3=CN(N=C3)C4CCNCC4)N. Drug 2: C1C(C(OC1N2C=NC3=C2NC=NCC3O)CO)O. Cell line: RXF 393. Synergy scores: CSS=11.5, Synergy_ZIP=-2.02, Synergy_Bliss=3.05, Synergy_Loewe=4.10, Synergy_HSA=4.45. (4) Drug 1: CC1CCC2CC(C(=CC=CC=CC(CC(C(=O)C(C(C(=CC(C(=O)CC(OC(=O)C3CCCCN3C(=O)C(=O)C1(O2)O)C(C)CC4CCC(C(C4)OC)OCCO)C)C)O)OC)C)C)C)OC. Drug 2: C1C(C(OC1N2C=NC(=NC2=O)N)CO)O. Cell line: MOLT-4. Synergy scores: CSS=49.8, Synergy_ZIP=-4.59, Synergy_Bliss=-3.58, Synergy_Loewe=-2.35, Synergy_HSA=2.27.